The task is: Binary Classification. Given a miRNA mature sequence and a target amino acid sequence, predict their likelihood of interaction.. This data is from Experimentally validated miRNA-target interactions with 360,000+ pairs, plus equal number of negative samples. (1) The miRNA is hsa-miR-410-3p with sequence AAUAUAACACAGAUGGCCUGU. The protein sequence of the target gene is MYGVCGCCGALRPRYKRLVDNIFPEDPEDGLVKTNMEKLTFYALSAPEKLDRIGAYLSERLIRDVGRHRYGYVCIAMEALDQLLMACHCQSINLFVESFLKMVAKLLESEKPNLQILGTNSFVKFANIEEDTPSYHRSYDFFVSRFSEMCHSSHDDLEIKTKIRMSGIKGLQGVVRKTVNDELQANIWDPQHMDKIVPSLLFNLQHVEEAESRSPSPLQAPEKEKENPAELAERCLRELLGRAAFGNIKNAIKPVLIHLDNHSLWEPKVFATRCFKIIMYSIQPQHSHLVIQQLLSHLDA.... Result: 0 (no interaction). (2) The protein sequence of the target gene is MSAHSLRILLLQACWALLHPRAPTAAALPLWTRGQPSSPSPLAYMLSLYRDPLPRADIIRSLQAQDVDVTGQNWTFTFDFSFLSQEEDLVWAELRLQLPGPMDIPTEGPLTIDIFHQAKGDPERDPADCLERIWMETFTVIPSQVTFASGSTVLEVTKPLSKWLKDPRALEKQVSSRAEKCWHQPYTPPVPVASTNVLMLYSNRPQEQRQLGGATLLWEAESSWRAQEGQLSVERGGWGRRQRRHHLPDRSQLCRRVKFQVDFNLIGWGSWIIYPKQYNAYRCEGECPNPVGEEFHPTNH.... Result: 1 (interaction). The miRNA is mmu-miR-467f with sequence AUAUACACACACACACCUACA. (3) The miRNA is hsa-miR-1225-3p with sequence UGAGCCCCUGUGCCGCCCCCAG. The protein sequence of the target gene is MSGILKRKFEEVDGSSPCSSVRESDDEVSSSESADSGDSVNPSTSSHFTPSSILKREKRLRTKNVHFSCVTVYYFTRRQGFTSVPSQGGSTLGMSSRHNSVRQYTLGEFAREQERLHREMLREHLREEKLNSLKLKMTKNGTVESEEASTLTLDDISDDDIDLDNTEVDEYFFLQPLPTKKRRALLRASGVKKIDVEEKHELRAIRLSREDCGCDCRVFCDPDTCTCSLAGIKCQVDRMSFPCGCTKEGCSNTAGRIEFNPIRVRTHFLHTIMKLELEKNREQQIPTLNGCHSEISAHSS.... Result: 1 (interaction). (4) The miRNA is mmu-miR-683 with sequence CCUGCUGUAAGCUGUGUCCUC. The protein sequence of the target gene is MSQVLGKPQPQGEDGGEDQEEDELVGLAGYEDGPESSDAELDSGPEEGESRRNSWMPRSWCSEATRHECWEPGLWRSSHLLGIGGGWRMLRRQRQADFFLDFSDPFSTEVKPRILLMGLRRSGKSSIQKVVFHKMSPSETLFLESTNRICREDVSNSSFVNFQIWDFPGQIDFFDPTFDYEMIFRGTGALIFVIDSQDDYMEALARLHLTVTRAYKVNTDINFEVFIHKVDGLSDDHKIETQRDIHQRANDDLADAGLEKIHLSFYLTSIYDHSIFEAFSKVVQKLIPQLPTLENLLNIF.... Result: 1 (interaction). (5) The miRNA is hsa-miR-2355-3p with sequence AUUGUCCUUGCUGUUUGGAGAU. The protein sequence of the target gene is MSCTIEKALADAKALVERLRDHDDAAESLIEQTTALSKRVEAMKQYQEEIQELNEVARHRPRSTLVMGIQQENRQIRELQQENKELRTSLEEHQSALELIMSKYREQMFRLLMASKKDDPGIIMKLKEQHSKIDMVHRNSCEGFFLDASRHILEAPQHGLERRHLEANQNELQAHVDQITEMAAVMRKAIEIDEQQGCKEQERIFQLEQENKGLREILQITRESFLNLRKDDASESTSLSALVTNSDLSLRKS. Result: 0 (no interaction). (6) The miRNA is hsa-miR-4326 with sequence UGUUCCUCUGUCUCCCAGAC. The protein sequence of the target gene is MYSFMGGGLFCAWVGTILLVVAMATDHWMQYRLSGSFAHQGLWRYCLGNKCYLQTDSIAYWNATRAFMILSALCAISGIIMGIMAFAHQPTFSRISRPFSAGIMFFSSTLFVVLALAIYTGVTVSFLGRRFGDWRFSWSYILGWVAVLMTFFAGIFYMCAYRVHECRRLSTPR. Result: 0 (no interaction).